From a dataset of Reaction yield outcomes from USPTO patents with 853,638 reactions. Predict the reaction yield, written as a fraction of the theoretical maximum amount of product (1.0 means a 100% yield; for example, 0.34 means a 34% yield). (1) The reactants are [C:1]([NH:5][C:6]1[C:11]([F:12])=[C:10]([C:13]2[CH:18]=[CH:17][CH:16]=[CH:15][CH:14]=2)[N:9]=[C:8](Cl)[N:7]=1)([CH3:4])([CH3:3])[CH3:2].[CH3:20][O:21][C:22]([C:24]1([C:28]2[CH:33]=[CH:32][C:31]([NH2:34])=[CH:30][CH:29]=2)[CH2:27][CH2:26][CH2:25]1)=[O:23]. No catalyst specified. The product is [CH3:20][O:21][C:22]([C:24]1([C:28]2[CH:29]=[CH:30][C:31]([NH:34][C:8]3[N:7]=[C:6]([NH:5][C:1]([CH3:4])([CH3:3])[CH3:2])[C:11]([F:12])=[C:10]([C:13]4[CH:18]=[CH:17][CH:16]=[CH:15][CH:14]=4)[N:9]=3)=[CH:32][CH:33]=2)[CH2:25][CH2:26][CH2:27]1)=[O:23]. The yield is 0.480. (2) The reactants are [CH2:1]([NH2:5])[CH:2]=[CH:3][CH3:4].[CH:6]12[O:12][CH:9]([CH2:10][CH2:11]1)[CH:8]1[C:13]([O:15][C:16](=O)[CH:7]21)=[O:14].C(N(CC)CC)C. The catalyst is C1(C)C=CC=CC=1.CCOC(C)=O. The product is [CH2:1]([N:5]1[C:16](=[O:15])[CH:7]2[CH:8]([CH:9]3[O:12][CH:6]2[CH2:11][CH2:10]3)[C:13]1=[O:14])[CH2:2][CH:3]=[CH2:4]. The yield is 0.310. (3) The reactants are Cl[CH2:2][C:3]1[CH:11]=[CH:10][C:6]2[CH2:7][CH2:8][O:9][C:5]=2[CH:4]=1.[C-:12]#[N:13].[K+]. The catalyst is CS(C)=O.O. The product is [O:9]1[C:5]2[CH:4]=[C:3]([CH2:2][C:12]#[N:13])[CH:11]=[CH:10][C:6]=2[CH2:7][CH2:8]1. The yield is 0.704. (4) The reactants are Cl[CH2:2][CH2:3][C:4]([C:6]1[CH:11]=[C:10]([Cl:12])[C:9]([OH:13])=[CH:8][C:7]=1[OH:14])=[O:5].[OH-].[Na+].Cl. The catalyst is O. The product is [Cl:12][C:10]1[CH:11]=[C:6]2[C:7](=[CH:8][C:9]=1[OH:13])[O:14][CH2:2][CH2:3][C:4]2=[O:5]. The yield is 0.627. (5) The reactants are [CH3:1][O:2][C:3]1[CH:4]=[C:5]2[C:10](=[CH:11][C:12]=1[O:13][CH3:14])[N:9]=[CH:8][CH:7]=[C:6]2[O:15][C:16]1[C:22]([CH3:23])=[CH:21][C:19]([NH2:20])=[C:18]([CH3:24])[CH:17]=1.C1(C)C=CC=CC=1.C(N(CC)CC)C.ClC(Cl)(O[C:43](=[O:49])[O:44][C:45](Cl)(Cl)Cl)Cl.[CH3:51][O:52][C:53]1[CH:63]=[CH:62][C:56]([O:57][CH2:58][CH2:59]CO)=[CH:55][CH:54]=1. The catalyst is C(Cl)Cl. The product is [CH3:1][O:2][C:3]1[CH:4]=[C:5]2[C:10](=[CH:11][C:12]=1[O:13][CH3:14])[N:9]=[CH:8][CH:7]=[C:6]2[O:15][C:16]1[C:22]([CH3:23])=[CH:21][C:19]([NH:20][C:43](=[O:49])[O:44][CH2:45][CH2:59][CH2:58][O:57][C:56]2[CH:62]=[CH:63][C:53]([O:52][CH3:51])=[CH:54][CH:55]=2)=[C:18]([CH3:24])[CH:17]=1. The yield is 0.760. (6) The reactants are [CH3:1][O:2][C:3]1([C:9]2[CH:10]=[C:11]([CH2:15][O:16][CH2:17]C(OC)=O)[CH:12]=[CH:13][CH:14]=2)[CH2:8][CH2:7][O:6][CH2:5][CH2:4]1.[Li+].[OH-:23].[CH3:24][OH:25]. The catalyst is O. The product is [CH3:1][O:2][C:3]1([C:9]2[CH:10]=[C:11]([CH:15]([O:16][CH3:17])[C:24]([OH:25])=[O:23])[CH:12]=[CH:13][CH:14]=2)[CH2:4][CH2:5][O:6][CH2:7][CH2:8]1. The yield is 0.970.